This data is from Reaction yield outcomes from USPTO patents with 853,638 reactions. The task is: Predict the reaction yield, written as a fraction of the theoretical maximum amount of product (1.0 means a 100% yield; for example, 0.34 means a 34% yield). (1) The reactants are [CH:1]([C:4]1[CH:9]=[CH:8][C:7]([CH:10]2[C:14]3[C:15]([CH3:20])=[CH:16][CH:17]=[C:18]([CH3:19])[C:13]=3[O:12][C:11]2=[O:21])=[CH:6][CH:5]=1)([CH3:3])[CH3:2]. The catalyst is CCCCCC.C(OCC)(=O)C. The product is [OH:21][CH2:11][CH:10]([C:14]1[C:15]([CH3:20])=[CH:16][CH:17]=[C:18]([CH3:19])[C:13]=1[OH:12])[C:7]1[CH:6]=[CH:5][C:4]([CH:1]([CH3:3])[CH3:2])=[CH:9][CH:8]=1. The yield is 0.880. (2) The reactants are [NH2:1][C:2]1[C:11]2[C:6](=[C:7](Br)[CH:8]=[CH:9][CH:10]=2)[N:5]=[N:4][C:3]=1[C:13]([NH:15][CH2:16][CH2:17][CH3:18])=[O:14].[F:19][C:20]1[CH:21]=[CH:22][C:23]([O:29][CH3:30])=[C:24](B(O)O)[CH:25]=1. No catalyst specified. The product is [NH2:1][C:2]1[C:11]2[C:6](=[C:7]([C:22]3[CH:21]=[C:20]([F:19])[CH:25]=[CH:24][C:23]=3[O:29][CH3:30])[CH:8]=[CH:9][CH:10]=2)[N:5]=[N:4][C:3]=1[C:13]([NH:15][CH2:16][CH2:17][CH3:18])=[O:14]. The yield is 0.810. (3) The reactants are [NH2:1][C:2]1[CH:10]=[C:9]2[C:5]([CH2:6][CH2:7][CH:8]2[NH:11][C:12](=[O:17])[C:13]([F:16])([F:15])[F:14])=[CH:4][CH:3]=1.[NH4+].[N:19]#[C:20][S-:21].BrBr.C([O-])([O-])=O.[Na+].[Na+].[OH-].[Na+]. The catalyst is CC(O)=O.O. The product is [F:16][C:13]([F:14])([F:15])[C:12]([NH:11][CH:8]1[CH2:7][CH2:6][C:5]2[CH:4]=[C:3]3[C:2]([N:1]=[C:20]([NH2:19])[S:21]3)=[CH:10][C:9]1=2)=[O:17]. The yield is 0.650. (4) The reactants are [CH:1]([C:4]1[C:12]2[C:7](=[N:8][CH:9]=[CH:10][C:11]=2[C:13]2[CH:14]=[N:15][C:16]3[C:21]([CH:22]=2)=[CH:20][CH:19]=[CH:18][CH:17]=3)[N:6]([C:23]2[CH:30]=[CH:29][C:26]([C:27]#[N:28])=[C:25]([NH:31][CH:32]3[CH2:37][CH2:36][NH:35][CH2:34][CH2:33]3)[CH:24]=2)[N:5]=1)([CH3:3])[CH3:2].C(N(CC)CC)C.[C:45](Cl)(=[O:47])[CH3:46].O. The catalyst is C(Cl)(Cl)Cl. The product is [C:45]([N:31]([CH:32]1[CH2:33][CH2:34][NH:35][CH2:36][CH2:37]1)[C:25]1[CH:24]=[C:23]([N:6]2[C:7]3=[N:8][CH:9]=[CH:10][C:11]([C:13]4[CH:14]=[N:15][C:16]5[C:21]([CH:22]=4)=[CH:20][CH:19]=[CH:18][CH:17]=5)=[C:12]3[C:4]([CH:1]([CH3:3])[CH3:2])=[N:5]2)[CH:30]=[CH:29][C:26]=1[C:27]#[N:28])(=[O:47])[CH3:46]. The yield is 0.680. (5) The reactants are [OH-].[Na+].[C:3]([O:7][C:8]([NH:10][C@@H:11]([CH3:33])[C:12]([NH:14][C@@:15]1([C:28]([O:30]CC)=[O:29])[CH2:22][C:19]2([CH2:21][CH2:20]2)[C@@H:18]2[C@H:16]1[C@H:17]2[C:23]([O:25]CC)=[O:24])=[O:13])=[O:9])([CH3:6])([CH3:5])[CH3:4]. No catalyst specified. The product is [C:3]([O:7][C:8]([NH:10][C@@H:11]([CH3:33])[C:12]([NH:14][C@@:15]1([C:28]([OH:30])=[O:29])[CH2:22][C:19]2([CH2:20][CH2:21]2)[C@@H:18]2[C@H:16]1[C@H:17]2[C:23]([OH:25])=[O:24])=[O:13])=[O:9])([CH3:6])([CH3:4])[CH3:5]. The yield is 0.786. (6) The reactants are C1CN([P+](ON2N=NC3C=CC=CC2=3)(N2CCCC2)N2CCCC2)CC1.F[P-](F)(F)(F)(F)F.C(OC([NH:41][C:42]1[S:46][C:45]([C:47]2[C:52]([F:53])=[CH:51][CH:50]=[CH:49][C:48]=2[F:54])=[N:44][C:43]=1[C:55]([OH:57])=O)=O)(C)(C)C.[NH2:58][C:59]1[CH:60]=[N:61][N:62]([CH3:78])[C:63]=1[N:64]1[CH2:69][CH2:68][N:67](C(OC(C)(C)C)=O)[CH2:66][C@H:65]1[CH3:77].CCN(C(C)C)C(C)C. The catalyst is C(Cl)Cl. The product is [NH2:41][C:42]1[S:46][C:45]([C:47]2[C:48]([F:54])=[CH:49][CH:50]=[CH:51][C:52]=2[F:53])=[N:44][C:43]=1[C:55]([NH:58][C:59]1[CH:60]=[N:61][N:62]([CH3:78])[C:63]=1[N:64]1[CH2:69][CH2:68][NH:67][CH2:66][C@H:65]1[CH3:77])=[O:57]. The yield is 0.220. (7) The reactants are [NH2:1][C:2]1[CH:7]=[CH:6][C:5]([NH:8][C:9]2[C:13]([C:14]([NH2:16])=[O:15])=[C:12]([NH:17][CH2:18][C:19]3[CH:24]=[CH:23][C:22]([OH:25])=[CH:21][CH:20]=3)[NH:11][N:10]=2)=[CH:4][CH:3]=1.[C:26](O)(=[O:35])[C:27]1[C:28]([O:33][CH3:34])=[CH:29][CH:30]=[CH:31][CH:32]=1. The catalyst is CN(C=O)C. The product is [OH:25][C:22]1[CH:23]=[CH:24][C:19]([CH2:18][NH:17][C:12]2[NH:11][N:10]=[C:9]([NH:8][C:5]3[CH:4]=[CH:3][C:2]([NH:1][C:26](=[O:35])[C:27]4[CH:32]=[CH:31][CH:30]=[CH:29][C:28]=4[O:33][CH3:34])=[CH:7][CH:6]=3)[C:13]=2[C:14]([NH2:16])=[O:15])=[CH:20][CH:21]=1. The yield is 0.120. (8) The reactants are [N+:1]([C:4]1[CH:10]=[CH:9][C:7]([NH2:8])=[CH:6][CH:5]=1)([O-:3])=[O:2].[Br:11]Br. The catalyst is CC(O)=O. The product is [Br:11][C:9]1[CH:10]=[C:4]([N+:1]([O-:3])=[O:2])[CH:5]=[CH:6][C:7]=1[NH2:8]. The yield is 0.800.